Dataset: Catalyst prediction with 721,799 reactions and 888 catalyst types from USPTO. Task: Predict which catalyst facilitates the given reaction. (1) Reactant: [Br:1][C:2]1[CH:7]=[CH:6][C:5]([NH:8][C:9]2[O:10][C:11]3[C:17]([CH2:18][CH2:19][CH2:20][OH:21])=[CH:16][C:15]([CH3:22])=[CH:14][C:12]=3[N:13]=2)=[CH:4][CH:3]=1.[CH3:23][S:24](Cl)(=[O:26])=[O:25]. Product: [Br:1][C:2]1[CH:3]=[CH:4][C:5]([NH:8][C:9]2[O:10][C:11]3[C:17]([CH2:18][CH2:19][CH2:20][O:21][S:24]([CH3:23])(=[O:26])=[O:25])=[CH:16][C:15]([CH3:22])=[CH:14][C:12]=3[N:13]=2)=[CH:6][CH:7]=1. The catalyst class is: 17. (2) Reactant: [F:1][C:2]1[CH:7]=[C:6]([O:8][C:9]2[CH:14]=[CH:13][N:12]=[C:11]([C:15]3[CH:16]=[N:17][N:18]([CH3:20])[CH:19]=3)[CH:10]=2)[CH:5]=[CH:4][C:3]=1[NH2:21].C([O-])(O)=O.[Na+].Cl[C:28]([O:30][C:31]([CH3:33])=[CH2:32])=[O:29]. Product: [F:1][C:2]1[CH:7]=[C:6]([O:8][C:9]2[CH:14]=[CH:13][N:12]=[C:11]([C:15]3[CH:16]=[N:17][N:18]([CH3:20])[CH:19]=3)[CH:10]=2)[CH:5]=[CH:4][C:3]=1[NH:21][C:28](=[O:29])[O:30][C:31]([CH3:33])=[CH2:32]. The catalyst class is: 25. (3) Reactant: CC1C=CC(S([NH:11][C:12]2[CH:17]=[N:16][CH:15]=[CH:14][N:13]=2)(=O)=O)=CC=1.I[CH2:19][C:20]([NH2:22])=O.CCN(C(C)C)C(C)C.O.[F:40][C:39]([F:42])([F:41])[C:38](O[C:38](=[O:43])[C:39]([F:42])([F:41])[F:40])=[O:43]. Product: [F:42][C:39]([F:40])([F:41])[C:38]([NH:22][C:20]1[N:11]=[C:12]2[CH:17]=[N:16][CH:15]=[CH:14][N:13]2[CH:19]=1)=[O:43]. The catalyst class is: 174. (4) Reactant: [CH:1]1[CH:6]=[N:5][CH:4]=[C:3]([CH:7]2[NH:11][CH2:10][CH2:9][CH2:8]2)[CH:2]=1.[CH2:12]=O.[OH-].[Na+]. Product: [N:5]1[CH:4]=[C:3]([CH:7]2[CH2:8][CH2:9][CH2:10][N:11]2[CH3:12])[CH:2]=[CH:1][CH:6]=1. The catalyst class is: 106. (5) The catalyst class is: 1. Reactant: [CH2:1]([NH:3][C:4](=[O:43])[NH:5][C:6]1[N:11]=[CH:10][C:9]([C:12]2[CH:13]=[C:14]3[C:19](=[N:20][CH:21]=2)[N:18]([C@@H:22]2[CH2:27][CH2:26][CH2:25][NH:24][CH2:23]2)[CH:17]=[C:16]([C:28]([O:30][CH2:31][CH3:32])=[O:29])[C:15]3=[O:33])=[C:8]([C:34]2[S:35][CH:36]=[C:37]([C:39]([F:42])([F:41])[F:40])[N:38]=2)[CH:7]=1)[CH3:2].FC(F)(F)C(O)=O.[O:51]1[CH2:56][CH2:55][N:54]([CH2:57][CH:58]=O)[CH2:53][CH2:52]1.CCN(C(C)C)C(C)C.C(O[BH-](OC(=O)C)OC(=O)C)(=O)C.[Na+]. Product: [CH2:1]([NH:3][C:4](=[O:43])[NH:5][C:6]1[N:11]=[CH:10][C:9]([C:12]2[CH:13]=[C:14]3[C:19](=[N:20][CH:21]=2)[N:18]([C@@H:22]2[CH2:27][CH2:26][CH2:25][N:24]([CH2:58][CH2:57][N:54]4[CH2:55][CH2:56][O:51][CH2:52][CH2:53]4)[CH2:23]2)[CH:17]=[C:16]([C:28]([O:30][CH2:31][CH3:32])=[O:29])[C:15]3=[O:33])=[C:8]([C:34]2[S:35][CH:36]=[C:37]([C:39]([F:40])([F:42])[F:41])[N:38]=2)[CH:7]=1)[CH3:2]. (6) The catalyst class is: 1. Reactant: [NH:1]1[C:9]2[C:4](=[CH:5][CH:6]=[CH:7][C:8]=2[CH:10]([C:16]2[CH:21]=[CH:20][CH:19]=[CH:18][CH:17]=2)[CH2:11][C:12]([NH:14][CH3:15])=O)[CH:3]=[CH:2]1.[H-].[H-].[H-].[H-].[Li+].[Al+3]. Product: [NH:1]1[C:9]2[C:4](=[CH:5][CH:6]=[CH:7][C:8]=2[CH:10]([C:16]2[CH:17]=[CH:18][CH:19]=[CH:20][CH:21]=2)[CH2:11][CH2:12][NH:14][CH3:15])[CH:3]=[CH:2]1. (7) The catalyst class is: 5. Reactant: [N:1]1[C:10]2[CH:9]([CH:11]([NH2:16])[CH2:12][CH2:13][CH2:14][NH2:15])[CH2:8][CH2:7][CH2:6][C:5]=2[CH:4]=[CH:3][CH:2]=1.[CH:17](=O)[C:18]1[CH:23]=[CH:22][CH:21]=[CH:20][CH:19]=1.[BH4-].[Na+]. Product: [N:1]1[C:10]2[CH:9]([CH:11]([NH:16][CH2:17][C:18]3[CH:23]=[CH:22][CH:21]=[CH:20][CH:19]=3)[CH2:12][CH2:13][CH2:14][NH2:15])[CH2:8][CH2:7][CH2:6][C:5]=2[CH:4]=[CH:3][CH:2]=1. (8) Reactant: [CH2:1]([C@@H:8]([CH2:12][CH2:13][C@H:14]([CH2:19][C:20]1[CH:25]=[CH:24][CH:23]=[CH:22][CH:21]=1)[C:15]([O:17][CH3:18])=[O:16])[C:9]([OH:11])=O)[C:2]1[CH:7]=[CH:6][CH:5]=[CH:4][CH:3]=1.FC(F)(F)C(O)=O.[NH2:33][C@H:34]1[CH2:40][CH2:39][CH2:38][CH2:37][N:36]([C:41]2[CH:46]=[CH:45][CH:44]=[CH:43][CH:42]=2)[C:35]1=[O:47].C1C=CC2N(O)N=NC=2C=1.C(Cl)CCl.CCN(C(C)C)C(C)C. Product: [CH2:19]([C@@H:14]([CH2:13][CH2:12][C@H:8]([CH2:1][C:2]1[CH:7]=[CH:6][CH:5]=[CH:4][CH:3]=1)[C:9](=[O:11])[NH:33][C@@H:34]1[CH2:40][CH2:39][CH2:38][CH2:37][N:36]([C:41]2[CH:46]=[CH:45][CH:44]=[CH:43][CH:42]=2)[C:35]1=[O:47])[C:15]([O:17][CH3:18])=[O:16])[C:20]1[CH:21]=[CH:22][CH:23]=[CH:24][CH:25]=1. The catalyst class is: 3. (9) Reactant: N[C@H](C([O-])=O)CCC([O-])=[O:6].[Sr+2].N[C@H](C([O-])=O)CCC([O-])=[O:17].[Na+].[Na+].O.[Na+].[NH2:26][C@H:27]([C:33]([O-:35])=[O:34])[CH2:28][CH2:29][C:30]([OH:32])=[O:31].[Cl-].[Zn+2:37].[Cl-]. Product: [OH2:6].[OH2:17].[NH2:26][C@H:27]([C:33]([O-:35])=[O:34])[CH2:28][CH2:29][C:30]([O-:32])=[O:31].[Zn+2:37]. The catalyst class is: 6.